Dataset: NCI-60 drug combinations with 297,098 pairs across 59 cell lines. Task: Regression. Given two drug SMILES strings and cell line genomic features, predict the synergy score measuring deviation from expected non-interaction effect. (1) Drug 1: C1=CC(=CC=C1CCCC(=O)O)N(CCCl)CCCl. Drug 2: CC1C(C(CC(O1)OC2CC(OC(C2O)C)OC3=CC4=CC5=C(C(=O)C(C(C5)C(C(=O)C(C(C)O)O)OC)OC6CC(C(C(O6)C)O)OC7CC(C(C(O7)C)O)OC8CC(C(C(O8)C)O)(C)O)C(=C4C(=C3C)O)O)O)O. Cell line: SW-620. Synergy scores: CSS=26.0, Synergy_ZIP=2.62, Synergy_Bliss=0.817, Synergy_Loewe=-0.115, Synergy_HSA=0.0208. (2) Drug 1: B(C(CC(C)C)NC(=O)C(CC1=CC=CC=C1)NC(=O)C2=NC=CN=C2)(O)O. Drug 2: CC1C(C(CC(O1)OC2CC(CC3=C2C(=C4C(=C3O)C(=O)C5=CC=CC=C5C4=O)O)(C(=O)C)O)N)O. Cell line: SF-539. Synergy scores: CSS=55.2, Synergy_ZIP=-3.33, Synergy_Bliss=-6.36, Synergy_Loewe=-7.45, Synergy_HSA=-5.57.